From a dataset of Reaction yield outcomes from USPTO patents with 853,638 reactions. Predict the reaction yield, written as a fraction of the theoretical maximum amount of product (1.0 means a 100% yield; for example, 0.34 means a 34% yield). (1) The reactants are [C:1]([C:4]1[CH:5]=[CH:6][C:7]2[O:8][CH2:9][CH2:10][C:11]3[CH:17]=[C:16]([C:18]4[N:22]([C:23]5[CH:28]=[CH:27][C:26]([F:29])=[CH:25][C:24]=5[F:30])[N:21]=[CH:20][N:19]=4)[S:15][C:12]=3[C:13]=2[N:14]=1)([OH:3])=O.[CH3:31][N:32]([CH3:35])[CH:33]=O.[CH:36]([N:39](CC)[CH:40](C)C)(C)C.F[P-](F)(F)(F)(F)F.C[N+](C)=C(N(C)C)ON1C2N=CC=CC=2N=N1.C(=O)(O)[O-].[Na+]. No catalyst specified. The product is [F:30][C:24]1[CH:25]=[C:26]([F:29])[CH:27]=[CH:28][C:23]=1[N:22]1[C:18]([C:16]2[S:15][C:12]3[C:13]4[N:14]=[C:4]([C:1]([N:39]5[CH2:40][CH2:33][N:32]([CH3:35])[CH2:31][CH2:36]5)=[O:3])[CH:5]=[CH:6][C:7]=4[O:8][CH2:9][CH2:10][C:11]=3[CH:17]=2)=[N:19][CH:20]=[N:21]1. The yield is 0.320. (2) The reactants are N1(CCNC(=O)/C=C/C2C=CC=CC=2F)C2C=CC=CC=2N=C1.[O:24]=[S:25]1(=[O:35])[CH2:30][CH2:29][N:28]([CH2:31][CH2:32][CH2:33][NH2:34])[CH2:27][CH2:26]1.[F:36][C:37]1[CH:47]=[CH:46][C:40]([CH:41]=[CH:42][C:43](O)=[O:44])=[CH:39][CH:38]=1.CCN=C=NCCCN(C)C.Cl. The catalyst is C(Cl)Cl. The product is [O:35]=[S:25]1(=[O:24])[CH2:30][CH2:29][N:28]([CH2:31][CH2:32][CH2:33][NH:34][C:43](=[O:44])/[CH:42]=[CH:41]/[C:40]2[CH:46]=[CH:47][C:37]([F:36])=[CH:38][CH:39]=2)[CH2:27][CH2:26]1. The yield is 0.590. (3) The reactants are [Cl:1][C:2]1[C:10]2[S:9][C:8]([S:11][C:12]3[NH:13][C:14]4[C:19]([N:20]=3)=[C:18]([NH2:21])[N:17]=[CH:16][N:15]=4)=[N:7][C:6]=2[CH:5]=[CH:4][CH:3]=1.C(=O)([O-])[O-].[Cs+].[Cs+].[Br:28][CH2:29][CH2:30]Br. The catalyst is CN(C=O)C. The product is [Br:28][CH2:29][CH2:30][N:13]1[C:12]([S:11][C:8]2[S:9][C:10]3[C:2]([Cl:1])=[CH:3][CH:4]=[CH:5][C:6]=3[N:7]=2)=[N:20][C:19]2[C:14]1=[N:15][CH:16]=[N:17][C:18]=2[NH2:21]. The yield is 0.350. (4) The reactants are [NH2:1][C:2]1[O:3][CH2:4][C:5]2([C:15]3[C:10](=[CH:11][CH:12]=[C:13](Br)[CH:14]=3)[CH2:9][C:8]([CH2:18][OH:19])([CH3:17])[CH2:7]2)[N:6]=1.[Cl:20][C:21]1[CH:22]=[C:23](B(O)O)[CH:24]=[N:25][CH:26]=1.C([O-])([O-])=O.[Na+].[Na+]. The catalyst is C1C=CC([P]([Pd]([P](C2C=CC=CC=2)(C2C=CC=CC=2)C2C=CC=CC=2)([P](C2C=CC=CC=2)(C2C=CC=CC=2)C2C=CC=CC=2)[P](C2C=CC=CC=2)(C2C=CC=CC=2)C2C=CC=CC=2)(C2C=CC=CC=2)C2C=CC=CC=2)=CC=1.O1CCOCC1. The product is [NH2:1][C:2]1[O:3][CH2:4][C@:5]2([C:15]3[C:10](=[CH:11][CH:12]=[C:13]([C:23]4[CH:24]=[N:25][CH:26]=[C:21]([Cl:20])[CH:22]=4)[CH:14]=3)[CH2:9][C@:8]([CH2:18][OH:19])([CH3:17])[CH2:7]2)[N:6]=1. The yield is 0.280. (5) The reactants are [CH2:1]1[C:9]2[C:4](=[CH:5][C:6]([C:10]3(O)[CH2:13][O:12][CH2:11]3)=[CH:7][CH:8]=2)[CH2:3][NH:2]1.C(N(S(F)(F)[F:21])CC)C. The catalyst is C(#N)C.[N+](C)([O-])=O. The product is [F:21][C:10]1([C:6]2[CH:5]=[C:4]3[C:9](=[CH:8][CH:7]=2)[CH2:1][NH:2][CH2:3]3)[CH2:13][O:12][CH2:11]1. The yield is 0.670. (6) The reactants are [CH2:1]([O:3][C:4]1[C:8]([CH2:9][CH2:10][CH2:11][O:12][C:13]2[CH:18]=[CH:17][C:16]([CH2:19][CH2:20][C:21]([O:23]CC)=[O:22])=[C:15]([OH:26])[CH:14]=2)=[CH:7][N:6]([C:27]2[CH:32]=[CH:31][C:30]([C:33]([F:36])([F:35])[F:34])=[CH:29][N:28]=2)[N:5]=1)[CH3:2].[CH2:37](O)[CH2:38][CH2:39][CH3:40].C(P(CCCC)CCCC)CCC.N(C(N1CCCCC1)=O)=NC(N1CCCCC1)=O. The catalyst is O1CCCC1. The product is [CH2:37]([O:26][C:15]1[CH:14]=[C:13]([O:12][CH2:11][CH2:10][CH2:9][C:8]2[C:4]([O:3][CH2:1][CH3:2])=[N:5][N:6]([C:27]3[CH:32]=[CH:31][C:30]([C:33]([F:34])([F:35])[F:36])=[CH:29][N:28]=3)[CH:7]=2)[CH:18]=[CH:17][C:16]=1[CH2:19][CH2:20][C:21]([OH:23])=[O:22])[CH2:38][CH2:39][CH3:40]. The yield is 0.470. (7) The yield is 0.320. The reactants are [Cl:1][C:2]1[CH:7]=[CH:6][CH:5]=[CH:4][C:3]=1[NH:8][CH:9]1[CH2:14][CH2:13][N:12]([C:15](=[O:39])[CH2:16][NH:17][C:18]([C:20]2[CH:24]=[C:23]([C:25]3[CH:30]=[CH:29][CH:28]=[CH:27][C:26]=3[O:31]CC3C=CC=CC=3)[NH:22][N:21]=2)=[O:19])[CH2:11][CH2:10]1. The product is [Cl:1][C:2]1[CH:7]=[CH:6][CH:5]=[CH:4][C:3]=1[NH:8][CH:9]1[CH2:14][CH2:13][N:12]([C:15](=[O:39])[CH2:16][NH:17][C:18]([C:20]2[CH:24]=[C:23]([C:25]3[CH:30]=[CH:29][CH:28]=[CH:27][C:26]=3[OH:31])[NH:22][N:21]=2)=[O:19])[CH2:11][CH2:10]1. The catalyst is CO.[Pd].